This data is from Experimentally validated miRNA-target interactions with 360,000+ pairs, plus equal number of negative samples. The task is: Binary Classification. Given a miRNA mature sequence and a target amino acid sequence, predict their likelihood of interaction. (1) The miRNA is hsa-miR-1225-5p with sequence GUGGGUACGGCCCAGUGGGGGG. The protein sequence of the target gene is MEEQDARVPALEPFRVEQAPPLIYYVPDFISKEEEEYLLRQVFNAPKPKWTQLSGRKLQNWGGLPHPRGMVPERLPPWLQRYVDKVSDLSLFGGLPANHVLVNQYLPGEGIMPHEDGPLYYPTVSTISLGSHTVLDFYEPRQPDDDVPMEQPRPPQRPITSLLVEPRSLLVLRGTAYTRLLHGISATRVDELDATSLPPNATACKSALPGAHLVRGTRVSLTIRRVPRVLRASLLLSK. Result: 0 (no interaction). (2) The miRNA is hsa-miR-148a-3p with sequence UCAGUGCACUACAGAACUUUGU. The protein sequence of the target gene is MAASIVRRGMLLARQVVLPQLSPAGKRYLLSSAYVDSHKWEAREKEHYCLADLASLMDKTFERKLPVSSLTISRLIDNISSREEIDHAEYYLYKFRHSPNCWYLRNWTIHTWIRQCLKYDAQDKALYTLVNKVQYGIFPDNFTFNLLMDSFIKKENYKDALSVVFEVMMQEAFEVPSTQLLSLYVLFHCLAKKTDFSWEEERNFGASLLLPGLKQKNSVGFSSQLYGYALLGKVELQQGLRAVYHNMPLIWKPGYLDRALQVMEKVAASPEDIKLCREALDVLGAVLKALTSADGASEEQ.... Result: 1 (interaction).